From a dataset of M1 muscarinic receptor agonist screen with 61,833 compounds. Binary Classification. Given a drug SMILES string, predict its activity (active/inactive) in a high-throughput screening assay against a specified biological target. (1) The drug is S1C(N(CC(=O)N2CCc3c2cccc3)c2ccc(cc2)C)=NC(=O)C1. The result is 0 (inactive). (2) The molecule is S(CC(=O)c1c(n(Cc2cc3OCOc3cc2)c(c1)C)C)c1oc(nn1)Cc1ccccc1. The result is 0 (inactive). (3) The compound is Clc1cc(c2n(c3nc4c(nc3n2)cccc4)Cc2occc2)ccc1. The result is 0 (inactive). (4) The compound is s1c2nc(cc(c2c(N)c1C#N)C)COC. The result is 0 (inactive).